From a dataset of Reaction yield outcomes from USPTO patents with 853,638 reactions. Predict the reaction yield, written as a fraction of the theoretical maximum amount of product (1.0 means a 100% yield; for example, 0.34 means a 34% yield). (1) The reactants are [CH2:1]([O:3][CH2:4][O:5][C:6]1[CH:13]=[C:12]([O:14][CH2:15][O:16][CH2:17][CH3:18])[CH:11]=[CH:10][C:7]=1C=O)[CH3:2].C1C=C(Cl)C=C(C(OO)=[O:27])C=1. The catalyst is C(Cl)Cl. The product is [CH2:1]([O:3][CH2:4][O:5][C:6]1[CH:13]=[C:12]([O:14][CH2:15][O:16][CH2:17][CH3:18])[CH:11]=[CH:10][C:7]=1[OH:27])[CH3:2]. The yield is 0.940. (2) The reactants are [F:1][C:2]1[CH:3]=[CH:4][C:5]([SH:11])=[C:6]([CH:10]=1)[C:7]([OH:9])=[O:8].SC1C=CC=CC=1C(O)=O.Br[C:23]1[CH:31]=[C:30]([F:32])[C:29]([F:33])=[CH:28][C:24]=1[C:25]([OH:27])=[O:26]. No catalyst specified. The product is [C:7]([C:6]1[CH:10]=[C:2]([F:1])[CH:3]=[CH:4][C:5]=1[S:11][C:23]1[CH:31]=[C:30]([F:32])[C:29]([F:33])=[CH:28][C:24]=1[C:25]([OH:27])=[O:26])([OH:9])=[O:8]. The yield is 0.920. (3) The reactants are [C:1]([O:5][C:6]([N:8]1[C:12]2[N:13]=[C:14]([C:18]3[CH:23]=[CH:22][CH:21]=[CH:20][CH:19]=3)[N:15]=[C:16]([Cl:17])[C:11]=2[CH:10]=[C:9]1[CH:24]=O)=[O:7])([CH3:4])([CH3:3])[CH3:2].Cl.[CH2:27]([O:34][NH2:35])[C:28]1[CH:33]=[CH:32][CH:31]=[CH:30][CH:29]=1.N1C=CC=CC=1.[NH4+].[Cl-]. The catalyst is C(Cl)Cl. The product is [C:1]([O:5][C:6]([N:8]1[C:12]2[N:13]=[C:14]([C:18]3[CH:23]=[CH:22][CH:21]=[CH:20][CH:19]=3)[N:15]=[C:16]([Cl:17])[C:11]=2[CH:10]=[C:9]1[CH:24]=[N:35][O:34][CH2:27][C:28]1[CH:33]=[CH:32][CH:31]=[CH:30][CH:29]=1)=[O:7])([CH3:4])([CH3:3])[CH3:2]. The yield is 0.480.